This data is from Full USPTO retrosynthesis dataset with 1.9M reactions from patents (1976-2016). The task is: Predict the reactants needed to synthesize the given product. (1) Given the product [O:8]1[CH2:9][CH2:10][CH2:11][O:12][CH:7]1[C:6]1[N:2]([CH3:1])[CH:3]=[N:4][CH:5]=1, predict the reactants needed to synthesize it. The reactants are: [CH3:1][N:2]1[C:6]([CH:7]=[O:8])=[CH:5][N:4]=[CH:3]1.[CH2:9](O)[CH2:10][CH2:11][OH:12].CC1(C)C2(CS(O)(=O)=O)C(CC1CC2)=O.O. (2) Given the product [F:1][C:2]1[CH:3]=[C:4]([CH:5]=[CH:6][C:7]=1[N+:8]([O-:10])=[O:9])[C:11]([OH:13])=[O:18], predict the reactants needed to synthesize it. The reactants are: [F:1][C:2]1[CH:3]=[C:4]([CH3:11])[CH:5]=[CH:6][C:7]=1[N+:8]([O-:10])=[O:9].[Mn]([O-])(=O)(=O)=[O:13].[K+].[OH2:18]. (3) Given the product [F:30][C:31]1[CH:39]=[C:38]2[C:34]([C:35]([C:40]3[CH2:41][CH2:42][N:43]([CH2:12][CH:13]4[O:22][C:21]5[C:16](=[CH:17][CH:18]=[C:19]6[NH:25][C:24]([C:26]([F:29])([F:28])[F:27])=[N:23][C:20]6=5)[O:15][CH2:14]4)[CH2:44][CH:45]=3)=[CH:36][NH:37]2)=[CH:33][CH:32]=1, predict the reactants needed to synthesize it. The reactants are: CC1C=CC(S(O[CH2:12][C@@H:13]2[O:22][C:21]3[C:16](=[CH:17][CH:18]=[C:19]4[NH:25][C:24]([C:26]([F:29])([F:28])[F:27])=[N:23][C:20]4=3)[O:15][CH2:14]2)(=O)=O)=CC=1.[F:30][C:31]1[CH:39]=[C:38]2[C:34]([C:35]([C:40]3[CH2:41][CH2:42][NH:43][CH2:44][CH:45]=3)=[CH:36][NH:37]2)=[CH:33][CH:32]=1. (4) The reactants are: C[O-].[Na+].[OH:4][C:5]1[CH:10]=[CH:9][C:8]([CH2:11][C:12](OCC)=O)=[CH:7][CH:6]=1.[Br:17][C:18]1[CH:23]=[C:22]([CH3:24])[CH:21]=[C:20]([Br:25])[C:19]=1[NH:26][C:27](=[S:30])[NH:28][NH2:29]. Given the product [OH:4][C:5]1[CH:6]=[CH:7][C:8]([CH2:11][C:12]2[N:26]([C:19]3[C:20]([Br:25])=[CH:21][C:22]([CH3:24])=[CH:23][C:18]=3[Br:17])[C:27](=[S:30])[NH:28][N:29]=2)=[CH:9][CH:10]=1, predict the reactants needed to synthesize it. (5) Given the product [F:6][C:7]1[CH:8]=[CH:9][C:10]([CH2:11][N:12]2[CH2:39][CH2:38][N:15]3[C:16]4[N:37]=[CH:36][CH:35]=[CH:34][C:17]=4[N:18]([CH2:21][CH:23]4[CH2:24][N:25]([C:27]([O:29][C:30]([CH3:33])([CH3:32])[CH3:31])=[O:28])[CH2:26]4)[CH2:19][CH2:20][CH:14]3[CH2:13]2)=[CH:40][CH:41]=1, predict the reactants needed to synthesize it. The reactants are: CN(C)CC.[F:6][C:7]1[CH:41]=[CH:40][C:10]([CH2:11][N:12]2[CH2:39][CH2:38][N:15]3[C:16]4[N:37]=[CH:36][CH:35]=[CH:34][C:17]=4[N:18]([C:21]([CH:23]4[CH2:26][N:25]([C:27]([O:29][C:30]([CH3:33])([CH3:32])[CH3:31])=[O:28])[CH2:24]4)=O)[CH2:19][CH2:20][CH:14]3[CH2:13]2)=[CH:9][CH:8]=1. (6) Given the product [Br:1][C:2]1[CH:3]=[CH:4][C:5]([N:8]([CH2:34][C:35]2[CH:36]=[C:37]([CH:40]=[C:41]([C:43]([F:44])([F:45])[F:46])[CH:42]=2)[C:38]#[N:39])[CH2:9][C:10]2[CH:15]=[C:14]([C:16]([F:18])([F:19])[F:17])[CH:13]=[CH:12][C:11]=2[C:20]2[CH:25]=[C:24]([CH:26]([CH3:28])[CH3:27])[CH:23]=[CH:22][C:21]=2[O:29][CH3:30])=[N:6][CH:7]=1, predict the reactants needed to synthesize it. The reactants are: [Br:1][C:2]1[CH:3]=[CH:4][C:5]([NH:8][CH2:9][C:10]2[CH:15]=[C:14]([C:16]([F:19])([F:18])[F:17])[CH:13]=[CH:12][C:11]=2[C:20]2[CH:25]=[C:24]([CH:26]([CH3:28])[CH3:27])[CH:23]=[CH:22][C:21]=2[O:29][CH3:30])=[N:6][CH:7]=1.[H-].[Na+].Br[CH2:34][C:35]1[CH:36]=[C:37]([CH:40]=[C:41]([C:43]([F:46])([F:45])[F:44])[CH:42]=1)[C:38]#[N:39].N1CCOCC1. (7) Given the product [Br:1][C:2]1[CH:3]=[N:4][CH:5]=[C:6]([O:10][CH3:9])[CH:7]=1, predict the reactants needed to synthesize it. The reactants are: [Br:1][C:2]1[CH:3]=[N:4][CH:5]=[C:6](Br)[CH:7]=1.[CH3:9][O-:10].[Na+].CO. (8) Given the product [F:1][C:2]1[CH:3]=[N:4][C:5]2[C:10]([C:11]=1[CH2:12][CH2:13][N:14]1[CH2:20][C@H:19]3[C@H:16]([CH2:17][C@@H:18]3[NH:21][CH2:42][C:40]3[CH:39]=[CH:38][C:35]4[S:36][CH2:37][C:32](=[O:31])[NH:33][C:34]=4[N:41]=3)[CH2:15]1)=[N:9][C:8]([O:22][CH3:23])=[CH:7][CH:6]=2, predict the reactants needed to synthesize it. The reactants are: [F:1][C:2]1[CH:3]=[N:4][C:5]2[C:10]([C:11]=1[CH2:12][CH2:13][N:14]1[CH2:20][C@H:19]3[C@H:16]([CH2:17][C@@H:18]3[NH2:21])[CH2:15]1)=[N:9][C:8]([O:22][CH3:23])=[CH:7][CH:6]=2.[O-]S([O-])(=O)=O.[Na+].[Na+].[O:31]=[C:32]1[CH2:37][S:36][C:35]2[CH:38]=[CH:39][C:40]([CH:42]=O)=[N:41][C:34]=2[NH:33]1.[BH4-].[Na+]. (9) Given the product [BrH:21].[NH2:8][C:7]1[C:6]([C:9]([F:11])([F:12])[F:10])=[CH:5][C:4]([CH:13]([NH:16][C:17]([CH3:19])([CH3:18])[CH3:20])[CH2:14][OH:15])=[CH:3][C:2]=1[Cl:1], predict the reactants needed to synthesize it. The reactants are: [Cl:1][C:2]1[CH:3]=[C:4]([CH:13]([NH:16][C:17]([CH3:20])([CH3:19])[CH3:18])[CH2:14][OH:15])[CH:5]=[C:6]([C:9]([F:12])([F:11])[F:10])[C:7]=1[NH2:8].[BrH:21].